Dataset: Forward reaction prediction with 1.9M reactions from USPTO patents (1976-2016). Task: Predict the product of the given reaction. (1) The product is: [CH2:18]([C@@H:25]([C:83](=[O:158])[NH:84][CH2:85][C:86](=[O:157])[N:87]([CH3:156])[C@@H:88]([CH2:152][CH:153]([CH3:155])[CH3:154])[C:89](=[O:151])[N:90]([CH3:150])[C@@H:91]([CH:147]([CH3:149])[CH3:148])[C:92](=[O:146])[NH:93][C@@H:94]([CH2:139][C:140]1[CH:145]=[CH:144][CH:143]=[CH:142][CH:141]=1)[C:95](=[O:138])[NH:96][C@H:97]([C:113](=[O:137])[N:114]([CH3:136])[C@@H:115]([CH2:129][C:130]1[CH:131]=[CH:132][CH:133]=[CH:134][CH:135]=1)[C:116](=[O:128])[NH:117][C@@H:118]([CH3:127])[C:119](=[O:126])[N:120]1[CH2:125][CH2:124][CH2:123][CH2:122][CH2:121]1)[CH2:98][C:99]([O:101][C:102]1[C:107]([CH3:108])=[CH:106][CH:105]=[CH:104][C:103]=1[S:109][S:110][CH2:111][CH3:112])=[O:100])[N:26]([CH3:82])[C:27](=[O:81])[C@H:28]([C@H:59]([OH:61])[CH3:60])[NH:29][C:30](=[O:58])[C@H:31]([CH2:54][CH:55]([CH3:57])[CH3:56])[N:32]([CH3:53])[C:33](=[O:52])[C@H:34]([CH:49]([CH3:50])[CH3:51])[NH:35][C:36](=[O:48])[C@H:37]([CH3:47])[NH:38][CH3:39])[C:19]1[CH:20]=[CH:21][CH:22]=[CH:23][CH:24]=1. Given the reactants FC(F)(F)C(O)=O.C([SiH](C(C)C)C(C)C)(C)C.[CH2:18]([C@@H:25]([C:83](=[O:158])[NH:84][CH2:85][C:86](=[O:157])[N:87]([CH3:156])[C@@H:88]([CH2:152][CH:153]([CH3:155])[CH3:154])[C:89](=[O:151])[N:90]([CH3:150])[C@@H:91]([CH:147]([CH3:149])[CH3:148])[C:92](=[O:146])[NH:93][C@@H:94]([CH2:139][C:140]1[CH:145]=[CH:144][CH:143]=[CH:142][CH:141]=1)[C:95](=[O:138])[NH:96][C@H:97]([C:113](=[O:137])[N:114]([CH3:136])[C@@H:115]([CH2:129][C:130]1[CH:135]=[CH:134][CH:133]=[CH:132][CH:131]=1)[C:116](=[O:128])[NH:117][C@@H:118]([CH3:127])[C:119](=[O:126])[N:120]1[CH2:125][CH2:124][CH2:123][CH2:122][CH2:121]1)[CH2:98][C:99]([O:101][C:102]1[C:107]([CH3:108])=[CH:106][CH:105]=[CH:104][C:103]=1[S:109][S:110][CH2:111][CH3:112])=[O:100])[N:26]([CH3:82])[C:27](=[O:81])[C@H:28]([C@H:59]([O:61]C(C1C=CC=CC=1)(C1C=CC=CC=1)C1C=CC=CC=1)[CH3:60])[NH:29][C:30](=[O:58])[C@H:31]([CH2:54][CH:55]([CH3:57])[CH3:56])[N:32]([CH3:53])[C:33](=[O:52])[C@H:34]([CH:49]([CH3:51])[CH3:50])[NH:35][C:36](=[O:48])[C@H:37]([CH3:47])[N:38](C)[C:39](=O)OC(C)(C)C)[C:19]1[CH:24]=[CH:23][CH:22]=[CH:21][CH:20]=1, predict the reaction product. (2) Given the reactants [CH3:1][O:2][C:3]1[C:12]([O:13]C)=[CH:11][C:6]([C:7]([O:9][CH3:10])=[O:8])=[C:5]([N+:15]([O-:17])=[O:16])[CH:4]=1.[OH-].[K+], predict the reaction product. The product is: [OH:13][C:12]1[C:3]([O:2][CH3:1])=[CH:4][C:5]([N+:15]([O-:17])=[O:16])=[C:6]([CH:11]=1)[C:7]([O:9][CH3:10])=[O:8]. (3) Given the reactants [NH2:1][CH2:2][CH2:3][C@H:4]([NH:9][C:10]([C:12]1[C:13](=[O:31])[N:14]([CH:18]([C:25]2[CH:30]=[CH:29][CH:28]=[CH:27][CH:26]=2)[C:19]2[CH:24]=[CH:23][CH:22]=[CH:21][CH:20]=2)[CH:15]=[CH:16][CH:17]=1)=[O:11])[C:5]([O:7][CH3:8])=[O:6].C(O)(C(F)(F)F)=O.CCN(C(C)C)C(C)C.[CH3:48][C:49]1[C:54]([CH3:55])=[C:53]([S:56](/[N:59]=[C:60](/SC)\[NH2:61])(=[O:58])=[O:57])[C:52]([CH3:64])=[C:51]2[CH2:65][CH2:66][C:67]([CH3:70])([CH3:69])[O:68][C:50]=12, predict the reaction product. The product is: [C:19]1([CH:18]([C:25]2[CH:26]=[CH:27][CH:28]=[CH:29][CH:30]=2)[N:14]2[CH:15]=[CH:16][CH:17]=[C:12]([C:10]([NH:9][C@@H:4]([CH2:3][CH2:2][NH:1][C:60]([NH:59][S:56]([C:53]3[C:52]([CH3:64])=[C:51]4[C:50](=[C:49]([CH3:48])[C:54]=3[CH3:55])[O:68][C:67]([CH3:69])([CH3:70])[CH2:66][CH2:65]4)(=[O:57])=[O:58])=[NH:61])[C:5]([O:7][CH3:8])=[O:6])=[O:11])[C:13]2=[O:31])[CH:24]=[CH:23][CH:22]=[CH:21][CH:20]=1. (4) Given the reactants Br[C:2]1[C:3]([Cl:9])=[N:4][CH:5]=[C:6]([Br:8])[N:7]=1.[NH4+:10].[OH-], predict the reaction product. The product is: [Br:8][C:6]1[N:7]=[C:2]([NH2:10])[C:3]([Cl:9])=[N:4][CH:5]=1. (5) Given the reactants CC1C=CC(S(O[CH2:12][CH:13]2[CH2:17][C:16]3[CH:18]=[C:19]([F:30])[CH:20]=[C:21]([C:22]4[C:27]([Cl:28])=[CH:26][CH:25]=[CH:24][C:23]=4[Cl:29])[C:15]=3[O:14]2)(=O)=O)=CC=1.[NH:31]1[CH2:35][CH2:34][CH2:33][CH2:32]1, predict the reaction product. The product is: [Cl:29][C:23]1[CH:24]=[CH:25][CH:26]=[C:27]([Cl:28])[C:22]=1[C:21]1[C:15]2[O:14][CH:13]([CH2:12][N:31]3[CH2:35][CH2:34][CH2:33][CH2:32]3)[CH2:17][C:16]=2[CH:18]=[C:19]([F:30])[CH:20]=1. (6) Given the reactants [C:1](Cl)(Cl)=[S:2].[NH2:5][C:6]1[CH:7]=[CH:8][C:9]([Cl:12])=[N:10][CH:11]=1, predict the reaction product. The product is: [Cl:12][C:9]1[CH:8]=[CH:7][C:6]([N:5]=[C:1]=[S:2])=[CH:11][N:10]=1. (7) Given the reactants [Cl:1][C:2]1[C:11]2[C:6](=[CH:7][CH:8]=[C:9]([F:12])[CH:10]=2)[N:5]=[C:4]([CH2:13][CH3:14])[C:3]=1[C:15]1[CH:20]=[CH:19][CH:18]=[CH:17][CH:16]=1.[Br:21]N1C(C)(C)C(=O)N(Br)C1=O.C(OOC(=O)C1C=CC=CC=1)(=O)C1C=CC=CC=1.C([O-])(O)=O.[Na+], predict the reaction product. The product is: [Br:21][CH:13]([C:4]1[C:3]([C:15]2[CH:16]=[CH:17][CH:18]=[CH:19][CH:20]=2)=[C:2]([Cl:1])[C:11]2[C:6](=[CH:7][CH:8]=[C:9]([F:12])[CH:10]=2)[N:5]=1)[CH3:14]. (8) Given the reactants O.[OH-].[Li+].[F:4][C:5]([F:46])([F:45])[CH2:6][CH2:7][CH:8]([C:25]1[CH:30]=[CH:29][C:28]([CH2:31][N:32]2[C:37](=[O:38])[CH2:36][O:35][C:34]([C:39]3[CH:44]=[CH:43][CH:42]=[CH:41][CH:40]=3)=[N:33]2)=[CH:27][CH:26]=1)[C:9]([NH:11][C:12]1[CH:20]=[CH:19][CH:18]=[C:17]2[C:13]=1[CH2:14][CH:15]([C:21]([O:23]C)=[O:22])[CH2:16]2)=[O:10].Cl, predict the reaction product. The product is: [F:46][C:5]([F:4])([F:45])[CH2:6][CH2:7][CH:8]([C:25]1[CH:30]=[CH:29][C:28]([CH2:31][N:32]2[C:37](=[O:38])[CH2:36][O:35][C:34]([C:39]3[CH:44]=[CH:43][CH:42]=[CH:41][CH:40]=3)=[N:33]2)=[CH:27][CH:26]=1)[C:9]([NH:11][C:12]1[CH:20]=[CH:19][CH:18]=[C:17]2[C:13]=1[CH2:14][CH:15]([C:21]([OH:23])=[O:22])[CH2:16]2)=[O:10].